Dataset: Full USPTO retrosynthesis dataset with 1.9M reactions from patents (1976-2016). Task: Predict the reactants needed to synthesize the given product. (1) Given the product [N+:17]([C:14]1[CH:15]=[CH:16][C:11]([C:8]2[N:5]3[CH:6]=[CH:7][C:2]([B:20]4[O:24][C:23]([CH3:26])([CH3:25])[C:22]([CH3:28])([CH3:27])[O:21]4)=[CH:3][C:4]3=[N:10][CH:9]=2)=[CH:12][CH:13]=1)([O-:19])=[O:18], predict the reactants needed to synthesize it. The reactants are: Cl[C:2]1[CH:7]=[CH:6][N:5]2[C:8]([C:11]3[CH:16]=[CH:15][C:14]([N+:17]([O-:19])=[O:18])=[CH:13][CH:12]=3)=[CH:9][N:10]=[C:4]2[CH:3]=1.[B:20]1([B:20]2[O:24][C:23]([CH3:26])([CH3:25])[C:22]([CH3:28])([CH3:27])[O:21]2)[O:24][C:23]([CH3:26])([CH3:25])[C:22]([CH3:28])([CH3:27])[O:21]1.C1(P(C2CCCCC2)C2CCCCC2)CCCCC1.C([O-])(=O)C.[K+]. (2) Given the product [O:31]1[CH2:35][CH2:34][O:33][CH:32]1[CH2:36][C:37]1[CH:45]=[CH:44][C:40]([C:41]([O:29][CH2:28][CH2:27][CH2:26][O:25][C:21]2[CH:22]=[CH:23][CH:24]=[C:19]([CH:12]([C:13]3[CH:14]=[CH:15][CH:16]=[CH:17][CH:18]=3)[NH:11][C:10]([O:9][C@@H:3]3[CH:4]4[CH2:5][CH2:6][N:1]([CH2:8][CH2:7]4)[CH2:2]3)=[O:30])[CH:20]=2)=[O:42])=[CH:39][CH:38]=1, predict the reactants needed to synthesize it. The reactants are: [N:1]12[CH2:8][CH2:7][CH:4]([CH2:5][CH2:6]1)[C@@H:3]([O:9][C:10](=[O:30])[NH:11][CH:12]([C:19]1[CH:24]=[CH:23][CH:22]=[C:21]([O:25][CH2:26][CH2:27][CH2:28][OH:29])[CH:20]=1)[C:13]1[CH:18]=[CH:17][CH:16]=[CH:15][CH:14]=1)[CH2:2]2.[O:31]1[CH2:35][CH2:34][O:33][CH:32]1[CH2:36][C:37]1[CH:45]=[CH:44][C:40]([C:41](O)=[O:42])=[CH:39][CH:38]=1.NCCC(OCC)OCC.